From a dataset of Full USPTO retrosynthesis dataset with 1.9M reactions from patents (1976-2016). Predict the reactants needed to synthesize the given product. Given the product [CH3:13][N:12]1[C:3]2[CH:4]=[C:5]([CH2:8][C:9]([NH2:11])=[O:10])[CH:6]=[CH:7][C:2]=2[N:1]=[C:29]1[NH:14][C:15]1[S:16][C:17]2[CH:23]=[C:22]([O:24][C:25]([F:28])([F:26])[F:27])[CH:21]=[CH:20][C:18]=2[N:19]=1, predict the reactants needed to synthesize it. The reactants are: [NH2:1][C:2]1[CH:7]=[CH:6][C:5]([CH2:8][C:9]([NH2:11])=[O:10])=[CH:4][C:3]=1[NH:12][CH3:13].[NH2:14][C:15]1[S:16][C:17]2[CH:23]=[C:22]([O:24][C:25]([F:28])([F:27])[F:26])[CH:21]=[CH:20][C:18]=2[N:19]=1.[C:29](N1C=CN=C1)(N1C=CN=C1)=S.C(Cl)CCl.